From a dataset of NCI-60 drug combinations with 297,098 pairs across 59 cell lines. Regression. Given two drug SMILES strings and cell line genomic features, predict the synergy score measuring deviation from expected non-interaction effect. (1) Drug 1: C1=C(C(=O)NC(=O)N1)F. Drug 2: C1=CC(=CC=C1C#N)C(C2=CC=C(C=C2)C#N)N3C=NC=N3. Cell line: 786-0. Synergy scores: CSS=19.2, Synergy_ZIP=0.0399, Synergy_Bliss=-1.59, Synergy_Loewe=-2.16, Synergy_HSA=0.167. (2) Drug 1: C#CCC(CC1=CN=C2C(=N1)C(=NC(=N2)N)N)C3=CC=C(C=C3)C(=O)NC(CCC(=O)O)C(=O)O. Drug 2: CC1=C(C(=O)C2=C(C1=O)N3CC4C(C3(C2COC(=O)N)OC)N4)N. Cell line: UACC-257. Synergy scores: CSS=7.30, Synergy_ZIP=-3.73, Synergy_Bliss=-4.42, Synergy_Loewe=-5.23, Synergy_HSA=-5.49. (3) Drug 1: CCC(=C(C1=CC=CC=C1)C2=CC=C(C=C2)OCCN(C)C)C3=CC=CC=C3.C(C(=O)O)C(CC(=O)O)(C(=O)O)O. Drug 2: CC12CCC3C(C1CCC2O)C(CC4=C3C=CC(=C4)O)CCCCCCCCCS(=O)CCCC(C(F)(F)F)(F)F. Cell line: IGROV1. Synergy scores: CSS=4.43, Synergy_ZIP=-0.644, Synergy_Bliss=3.10, Synergy_Loewe=2.09, Synergy_HSA=2.62. (4) Synergy scores: CSS=12.7, Synergy_ZIP=1.83, Synergy_Bliss=2.84, Synergy_Loewe=1.75, Synergy_HSA=1.25. Cell line: HCC-2998. Drug 1: COC1=C(C=C2C(=C1)N=CN=C2NC3=CC(=C(C=C3)F)Cl)OCCCN4CCOCC4. Drug 2: CC1=C(N=C(N=C1N)C(CC(=O)N)NCC(C(=O)N)N)C(=O)NC(C(C2=CN=CN2)OC3C(C(C(C(O3)CO)O)O)OC4C(C(C(C(O4)CO)O)OC(=O)N)O)C(=O)NC(C)C(C(C)C(=O)NC(C(C)O)C(=O)NCCC5=NC(=CS5)C6=NC(=CS6)C(=O)NCCC[S+](C)C)O. (5) Drug 1: C1=CC(=CC=C1CC(C(=O)O)N)N(CCCl)CCCl.Cl. Drug 2: COCCOC1=C(C=C2C(=C1)C(=NC=N2)NC3=CC=CC(=C3)C#C)OCCOC.Cl. Cell line: MOLT-4. Synergy scores: CSS=56.3, Synergy_ZIP=6.92, Synergy_Bliss=5.98, Synergy_Loewe=-6.28, Synergy_HSA=3.99. (6) Drug 1: CC(CN1CC(=O)NC(=O)C1)N2CC(=O)NC(=O)C2. Drug 2: C1C(C(OC1N2C=NC3=C2NC=NCC3O)CO)O. Cell line: BT-549. Synergy scores: CSS=8.47, Synergy_ZIP=-4.54, Synergy_Bliss=-3.32, Synergy_Loewe=-3.76, Synergy_HSA=-2.14. (7) Cell line: SK-OV-3. Drug 2: CC(C)CN1C=NC2=C1C3=CC=CC=C3N=C2N. Synergy scores: CSS=9.83, Synergy_ZIP=-3.70, Synergy_Bliss=-0.495, Synergy_Loewe=3.11, Synergy_HSA=1.72. Drug 1: C1=CC=C(C=C1)NC(=O)CCCCCCC(=O)NO. (8) Drug 1: CN1CCC(CC1)COC2=C(C=C3C(=C2)N=CN=C3NC4=C(C=C(C=C4)Br)F)OC. Drug 2: C1=CC(=C2C(=C1NCCNCCO)C(=O)C3=C(C=CC(=C3C2=O)O)O)NCCNCCO. Cell line: T-47D. Synergy scores: CSS=47.8, Synergy_ZIP=8.23, Synergy_Bliss=12.5, Synergy_Loewe=-1.84, Synergy_HSA=14.6. (9) Drug 1: C1CC(=O)NC(=O)C1N2CC3=C(C2=O)C=CC=C3N. Drug 2: C1=NC2=C(N=C(N=C2N1C3C(C(C(O3)CO)O)O)F)N. Cell line: U251. Synergy scores: CSS=6.60, Synergy_ZIP=0.562, Synergy_Bliss=2.24, Synergy_Loewe=1.97, Synergy_HSA=2.39. (10) Synergy scores: CSS=81.4, Synergy_ZIP=-0.478, Synergy_Bliss=-0.160, Synergy_Loewe=4.65, Synergy_HSA=5.73. Drug 1: COCCOC1=C(C=C2C(=C1)C(=NC=N2)NC3=CC=CC(=C3)C#C)OCCOC.Cl. Drug 2: CC1C(C(CC(O1)OC2CC(CC3=C2C(=C4C(=C3O)C(=O)C5=C(C4=O)C(=CC=C5)OC)O)(C(=O)CO)O)N)O.Cl. Cell line: UO-31.